Regression/Classification. Given a drug SMILES string, predict its absorption, distribution, metabolism, or excretion properties. Task type varies by dataset: regression for continuous measurements (e.g., permeability, clearance, half-life) or binary classification for categorical outcomes (e.g., BBB penetration, CYP inhibition). Dataset: cyp2c9_veith. From a dataset of CYP2C9 inhibition data for predicting drug metabolism from PubChem BioAssay. (1) The molecule is COC(=O)[C@@]1(Cc2ccc(OC)cc2)[C@H]2c3cc(C(=O)N4CCCC4)n(Cc4cc(F)cc5c4OCOC5)c3C[C@H]2CN1C(=O)c1ccccc1. The result is 1 (inhibitor). (2) The compound is NC(=O)CS(=O)C[C@H](N)C(=O)O. The result is 0 (non-inhibitor). (3) The drug is ON(CCc1ccccn1)Cc1ccccc1. The result is 0 (non-inhibitor). (4) The molecule is Cc1ccccc1-c1nc(N2CCNCC2)c2ccccc2n1. The result is 0 (non-inhibitor). (5) The drug is Cc1ccc(C(=O)NCc2ccc(N3CCN(C(=O)OC(C)(C)C)CC3)cc2)cc1. The result is 0 (non-inhibitor). (6) The compound is O=[N+]([O-])c1cccc(-c2nc(-c3cccs3)c(-c3cccs3)[nH]2)c1. The result is 1 (inhibitor). (7) The drug is CCCN(CCC)S(=O)(=O)c1ccc(C(=O)O)cc1. The result is 0 (non-inhibitor). (8) The molecule is CCC(=O)N1CCN(C(=O)c2ccccc2)CC1. The result is 0 (non-inhibitor). (9) The drug is COc1ccc(NC(=O)N2CC[C@@]3(CCCN(C(=O)c4cccc(F)c4)C3)C2)cc1. The result is 0 (non-inhibitor). (10) The compound is N#Cc1cccc(-c2cncnc2NCc2ccccc2)c1. The result is 0 (non-inhibitor).